From a dataset of Reaction yield outcomes from USPTO patents with 853,638 reactions. Predict the reaction yield, written as a fraction of the theoretical maximum amount of product (1.0 means a 100% yield; for example, 0.34 means a 34% yield). The reactants are C[Si](Cl)(C)C.[C:6]([C:8]1[CH:13]=[C:12]([CH2:14][OH:15])[CH:11]=[CH:10][N:9]=1)#N.O.C(=O)([O-])[O-:18].[Na+].[Na+].[CH2:23]([OH:25])[CH3:24]. No catalyst specified. The product is [CH2:23]([O:25][C:6]([C:8]1[CH:13]=[C:12]([CH2:14][OH:15])[CH:11]=[CH:10][N:9]=1)=[O:18])[CH3:24]. The yield is 0.160.